This data is from Reaction yield outcomes from USPTO patents with 853,638 reactions. The task is: Predict the reaction yield, written as a fraction of the theoretical maximum amount of product (1.0 means a 100% yield; for example, 0.34 means a 34% yield). (1) The reactants are [CH3:1][C:2]1[N:3]=[C:4]2[N:8]([C:9]=1[C:10]([NH2:12])=O)[CH:7]=[CH:6][S:5]2.N1C=CC=CC=1.FC(F)(F)C(OC(=O)C(F)(F)F)=O.C(=O)(O)[O-].[Na+]. The catalyst is O1CCCC1. The product is [CH3:1][C:2]1[N:3]=[C:4]2[N:8]([C:9]=1[C:10]#[N:12])[CH:7]=[CH:6][S:5]2. The yield is 0.860. (2) The yield is 0.690. The catalyst is CCO. The product is [F:21][C:2]([F:1])([F:20])[C:3]1[C:4]2[N:5]([CH:28]=[CH:29][N:19]=2)[CH:6]=[C:7]([C:9]2[CH:14]=[CH:13][C:12]([C:15]([F:18])([F:17])[F:16])=[CH:11][CH:10]=2)[CH:8]=1. The reactants are [F:1][C:2]([F:21])([F:20])[C:3]1[C:4]([NH2:19])=[N:5][CH:6]=[C:7]([C:9]2[CH:14]=[CH:13][C:12]([C:15]([F:18])([F:17])[F:16])=[CH:11][CH:10]=2)[CH:8]=1.C([O-])(O)=O.[Na+].Cl[CH2:28][CH:29]=O.O.